Dataset: Full USPTO retrosynthesis dataset with 1.9M reactions from patents (1976-2016). Task: Predict the reactants needed to synthesize the given product. (1) Given the product [F:31][C:28]1[CH:29]=[CH:30][C:25]([C:23]2[CH:22]=[C:21]([C:32]([F:33])([F:35])[F:34])[N:20]=[C:19]([N:17]3[CH:18]=[C:14]([C:11]4[S:10][C:9]([S:6]([NH2:5])(=[O:7])=[O:8])=[CH:13][CH:12]=4)[N:15]=[CH:16]3)[N:24]=2)=[CH:26][CH:27]=1, predict the reactants needed to synthesize it. The reactants are: C([NH:5][S:6]([C:9]1[S:10][C:11]([C:14]2[N:15]=[CH:16][N:17]([C:19]3[N:24]=[C:23]([C:25]4[CH:30]=[CH:29][C:28]([F:31])=[CH:27][CH:26]=4)[CH:22]=[C:21]([C:32]([F:35])([F:34])[F:33])[N:20]=3)[CH:18]=2)=[CH:12][CH:13]=1)(=[O:8])=[O:7])(C)(C)C.C(O)(C(F)(F)F)=O. (2) Given the product [CH2:31]([NH:1][CH:2]1[CH2:7][N:6]([C:8](=[O:20])[C:9]2[CH:14]=[CH:13][CH:12]=[C:11]([C:15]3[O:16][CH:17]=[CH:18][CH:19]=3)[CH:10]=2)[CH2:5][CH:4]([C:21]([NH:23][C:24]2[CH:25]=[CH:26][C:27]([Cl:30])=[CH:28][CH:29]=2)=[O:22])[CH2:3]1)[C:32]1[CH:37]=[CH:36][CH:35]=[CH:34][CH:33]=1, predict the reactants needed to synthesize it. The reactants are: [NH2:1][CH:2]1[CH2:7][N:6]([C:8](=[O:20])[C:9]2[CH:14]=[CH:13][CH:12]=[C:11]([C:15]3[O:16][CH:17]=[CH:18][CH:19]=3)[CH:10]=2)[CH2:5][CH:4]([C:21]([NH:23][C:24]2[CH:29]=[CH:28][C:27]([Cl:30])=[CH:26][CH:25]=2)=[O:22])[CH2:3]1.[CH:31](=O)[C:32]1[CH:37]=[CH:36][CH:35]=[CH:34][CH:33]=1.C(O[BH-](OC(=O)C)OC(=O)C)(=O)C.[Na+].ClCCl. (3) The reactants are: Cl[C:2]1[C:3](=[O:27])[O:4][C:5]([CH2:14][CH2:15][C:16]2[CH:21]=[CH:20][C:19]([O:22][CH:23]([CH3:25])[CH3:24])=[C:18]([Cl:26])[CH:17]=2)([CH:9]2[CH2:13][CH2:12][CH2:11][CH2:10]2)[CH2:6][C:7]=1[OH:8].ClC1C(=O)OC(CCC2CCCCC=2)(C2CCCC2)CC=1O.[Cl:50][C:51]1[CH:63]=[CH:62][C:54]2[N:55]([CH:59]([CH3:61])[CH3:60])[C:56]([SH:58])=[N:57][C:53]=2[CH:52]=1.N1C=CC(C2NC(S)=NN=2)=CC=1. Given the product [Cl:26][C:18]1[CH:17]=[C:16]([CH2:15][CH2:14][C:5]2([CH:9]3[CH2:13][CH2:12][CH2:11][CH2:10]3)[O:4][C:3](=[O:27])[C:2]([S:58][C:56]3[N:55]([CH:59]([CH3:61])[CH3:60])[C:54]4[CH:62]=[CH:63][C:51]([Cl:50])=[CH:52][C:53]=4[N:57]=3)=[C:7]([OH:8])[CH2:6]2)[CH:21]=[CH:20][C:19]=1[O:22][CH:23]([CH3:25])[CH3:24], predict the reactants needed to synthesize it. (4) Given the product [C:30]([NH:1][C:2]1[CH:29]=[C:5]2[CH2:6][N:7]([C:11]([O:13][CH2:14][C:15]3[CH:20]=[C:19]([C:21]([F:22])([F:23])[F:24])[CH:18]=[C:17]([C:25]([F:28])([F:26])[F:27])[CH:16]=3)=[O:12])[CH2:8][CH2:9][CH2:10][N:4]2[N:3]=1)(=[O:32])[CH3:31], predict the reactants needed to synthesize it. The reactants are: [NH2:1][C:2]1[CH:29]=[C:5]2[CH2:6][N:7]([C:11]([O:13][CH2:14][C:15]3[CH:20]=[C:19]([C:21]([F:24])([F:23])[F:22])[CH:18]=[C:17]([C:25]([F:28])([F:27])[F:26])[CH:16]=3)=[O:12])[CH2:8][CH2:9][CH2:10][N:4]2[N:3]=1.[C:30](Cl)(=[O:32])[CH3:31]. (5) Given the product [Br:1][C:2]1[CH:10]=[CH:9][C:8]([I:11])=[CH:7][C:3]=1[C:4]([C:20]1[CH:19]=[CH:18][C:17]2[O:12][CH2:13][CH2:14][O:15][C:16]=2[CH:21]=1)=[O:5], predict the reactants needed to synthesize it. The reactants are: [Br:1][C:2]1[CH:10]=[CH:9][C:8]([I:11])=[CH:7][C:3]=1[C:4](Cl)=[O:5].[O:12]1[C:17]2[CH:18]=[CH:19][CH:20]=[CH:21][C:16]=2[O:15][CH:14]=[CH:13]1.[Cl-].[Cl-].[Cl-].[Al+3]. (6) Given the product [C:9]([C:3]1[CH:4]=[CH:5][C:6]([Cl:8])=[CH:7][C:2]=1/[CH:27]=[CH:26]/[C:25]([O:29][C:30]([CH3:33])([CH3:32])[CH3:31])=[O:28])(=[O:11])[CH3:10], predict the reactants needed to synthesize it. The reactants are: Br[C:2]1[CH:7]=[C:6]([Cl:8])[CH:5]=[CH:4][C:3]=1[C:9](=[O:11])[CH3:10].C(N(CCCC)CCCC)CCC.[C:25]([O:29][C:30]([CH3:33])([CH3:32])[CH3:31])(=[O:28])[CH:26]=[CH2:27]. (7) Given the product [CH:1]1([O:6][C:7]2[C:12]([O:13][CH3:14])=[CH:11][CH:10]=[CH:9][C:8]=2/[CH:15]=[CH:16]/[C:17]2[O:18][C:19]3[C:24]([C:25](=[O:28])[C:26]=2[C:36]2[CH:37]=[CH:38][C:33]([C:31]#[N:32])=[CH:34][CH:35]=2)=[CH:23][C:22]([F:29])=[C:21]([F:30])[CH:20]=3)[CH2:5][CH2:4][CH2:3][CH2:2]1, predict the reactants needed to synthesize it. The reactants are: [CH:1]1([O:6][C:7]2[C:12]([O:13][CH3:14])=[CH:11][CH:10]=[CH:9][C:8]=2/[CH:15]=[CH:16]/[C:17]2[O:18][C:19]3[C:24]([C:25](=[O:28])[C:26]=2I)=[CH:23][C:22]([F:29])=[C:21]([F:30])[CH:20]=3)[CH2:5][CH2:4][CH2:3][CH2:2]1.[C:31]([C:33]1[CH:38]=[CH:37][C:36](B(O)O)=[CH:35][CH:34]=1)#[N:32].